From a dataset of Forward reaction prediction with 1.9M reactions from USPTO patents (1976-2016). Predict the product of the given reaction. (1) Given the reactants Br[C:2]1[CH:7]=[CH:6][CH:5]=[C:4]([CH2:8][CH3:9])[CH:3]=1.[CH3:10][O:11][C:12]1[CH:17]=[CH:16][C:15](B(O)O)=[CH:14][CH:13]=1.C([O-])([O-])=O.[K+].[K+], predict the reaction product. The product is: [CH2:8]([C:4]1[CH:3]=[C:2]([C:15]2[CH:16]=[CH:17][C:12]([O:11][CH3:10])=[CH:13][CH:14]=2)[CH:7]=[CH:6][CH:5]=1)[CH3:9]. (2) Given the reactants [N+:1]([C:4]1[CH:9]=[CH:8][C:7]([OH:10])=[CH:6][CH:5]=1)([O-:3])=[O:2].[Br:11][CH2:12][CH2:13]Br.C([O-])([O-])=O.[K+].[K+], predict the reaction product. The product is: [N+:1]([C:4]1[CH:9]=[CH:8][C:7]([O:10][CH2:13][CH2:12][Br:11])=[CH:6][CH:5]=1)([O-:3])=[O:2]. (3) Given the reactants [Br:1][C:2]1[N:7]=[CH:6][C:5]([NH:8][CH:9]=[C:10]([C:14]([O-:16])=O)[C:11]([O-:13])=[O:12])=[CH:4][CH:3]=1.[C:17]1(OC2C=CC=CC=2)C=CC=C[CH:18]=1, predict the reaction product. The product is: [Br:1][C:2]1[N:7]=[C:6]2[C:5](=[CH:4][CH:3]=1)[N:8]=[CH:9][C:10]([C:11]([O:13][CH2:17][CH3:18])=[O:12])=[C:14]2[OH:16]. (4) Given the reactants C[O:2][C:3]([C:5]1[CH:9]=[C:8]([C:10]2[CH:15]=[CH:14][CH:13]=[CH:12][N:11]=2)[N:7]([C:16]2[N:17]=[N:18][C:19]([O:22][CH3:23])=[CH:20][CH:21]=2)[N:6]=1)=[O:4].Cl.C(Cl)(Cl)Cl.CO, predict the reaction product. The product is: [CH3:23][O:22][C:19]1[N:18]=[N:17][C:16]([N:7]2[C:8]([C:10]3[CH:15]=[CH:14][CH:13]=[CH:12][N:11]=3)=[CH:9][C:5]([C:3]([OH:4])=[O:2])=[N:6]2)=[CH:21][CH:20]=1. (5) Given the reactants [C:1]([C:3]1[CH:24]=[C:23]([C:25]2[N:30]=[C:29]([NH:31][C:32]3[CH:37]=[CH:36][C:35]([N:38]4[CH2:43][CH2:42][N:41]([CH:44]5[CH2:47][O:46][CH2:45]5)[CH2:40][CH2:39]4)=[C:34]([O:48][CH3:49])[CH:33]=3)[N:28]=[CH:27][N:26]=2)[CH:22]=[CH:21][C:4]=1[O:5][C@H:6]1[CH2:11][CH2:10][N:9](C(OC(C)(C)C)=O)[CH2:8][C:7]1([F:20])[F:19])#[N:2].FC(F)(F)C(O)=O, predict the reaction product. The product is: [F:20][C:7]1([F:19])[C@@H:6]([O:5][C:4]2[CH:21]=[CH:22][C:23]([C:25]3[N:30]=[C:29]([NH:31][C:32]4[CH:37]=[CH:36][C:35]([N:38]5[CH2:43][CH2:42][N:41]([CH:44]6[CH2:47][O:46][CH2:45]6)[CH2:40][CH2:39]5)=[C:34]([O:48][CH3:49])[CH:33]=4)[N:28]=[CH:27][N:26]=3)=[CH:24][C:3]=2[C:1]#[N:2])[CH2:11][CH2:10][NH:9][CH2:8]1. (6) Given the reactants [NH2:1][C:2]1[CH:31]=[CH:30][C:5]([C:6]([N:8]2[CH2:13][CH2:12][N:11]([CH2:14][C:15]3[CH:16]=[C:17]([CH:27]=[CH:28][CH:29]=3)[C:18]([NH:20][CH:21]3[CH2:24][C:23]([F:26])([F:25])[CH2:22]3)=[O:19])[CH2:10][CH2:9]2)=[O:7])=[CH:4][C:3]=1[F:32].C(N(C(C)C)C(C)C)C.[C:42](=[O:53])(OC(Cl)(Cl)Cl)OC(Cl)(Cl)Cl.[CH:54]1([CH2:57][NH2:58])[CH2:56][CH2:55]1, predict the reaction product. The product is: [CH:54]1([CH2:57][NH:58][C:42](=[O:53])[NH:1][C:2]2[CH:31]=[CH:30][C:5]([C:6]([N:8]3[CH2:13][CH2:12][N:11]([CH2:14][C:15]4[CH:16]=[C:17]([CH:27]=[CH:28][CH:29]=4)[C:18]([NH:20][CH:21]4[CH2:22][C:23]([F:26])([F:25])[CH2:24]4)=[O:19])[CH2:10][CH2:9]3)=[O:7])=[CH:4][C:3]=2[F:32])[CH2:56][CH2:55]1. (7) Given the reactants [C:1]([C:4]1[CH:9]=[CH:8][CH:7]=[CH:6][N:5]=1)(=[O:3])[CH3:2].[CH:10](=O)[C:11]1[CH:16]=[CH:15][CH:14]=[CH:13][CH:12]=1.C[O-].[Na+].Cl, predict the reaction product. The product is: [CH:14]1[CH:15]=[CH:16][C:11](/[CH:10]=[CH:2]/[C:1]([C:4]2[N:5]=[CH:6][CH:7]=[CH:8][CH:9]=2)=[O:3])=[CH:12][CH:13]=1.